This data is from Full USPTO retrosynthesis dataset with 1.9M reactions from patents (1976-2016). The task is: Predict the reactants needed to synthesize the given product. (1) Given the product [CH3:34][S:35]([O:18][CH2:17][CH2:16][CH2:15][C@@:12]1([C:19]2[CH:20]=[CH:21][C:22]([F:25])=[CH:23][CH:24]=2)[O:11][C:10](=[O:26])[N:9]([C@H:7]([CH:1]2[CH2:2][CH2:3][CH2:4][CH2:5][CH2:6]2)[CH3:8])[CH2:14][CH2:13]1)(=[O:37])=[O:36], predict the reactants needed to synthesize it. The reactants are: [CH:1]1([C@@H:7]([N:9]2[CH2:14][CH2:13][C@@:12]([C:19]3[CH:24]=[CH:23][C:22]([F:25])=[CH:21][CH:20]=3)([CH2:15][CH2:16][CH2:17][OH:18])[O:11][C:10]2=[O:26])[CH3:8])[CH2:6][CH2:5][CH2:4][CH2:3][CH2:2]1.CCN(CC)CC.[CH3:34][S:35](Cl)(=[O:37])=[O:36]. (2) The reactants are: [Cl:1][C:2]1[CH:3]=[C:4]([NH:8][C:9]2[NH:14][C:13](=O)[CH:12]=[CH:11][N:10]=2)[CH:5]=[CH:6][CH:7]=1.CN(C)C1C=CC=CC=1.P(Cl)(Cl)([Cl:27])=O.[OH-].[Na+]. Given the product [Cl:27][C:13]1[CH:12]=[CH:11][N:10]=[C:9]([NH:8][C:4]2[CH:5]=[CH:6][CH:7]=[C:2]([Cl:1])[CH:3]=2)[N:14]=1, predict the reactants needed to synthesize it. (3) Given the product [F:14][CH:13]([F:15])[O:12][C:11]1[CH:10]=[C:9]2[C:4]([CH2:5][CH2:6][CH2:7][N:8]2[C:16]2[C:20]3[CH2:21][N:22]([C:25](=[O:27])[CH3:26])[CH2:23][CH2:24][C:19]=3[N:18]([CH:28]3[CH2:33][CH2:32][O:31][CH2:30][CH2:29]3)[N:17]=2)=[CH:3][C:2]=1[C:38]1[CH:37]=[N:36][N:35]([CH3:34])[CH:39]=1, predict the reactants needed to synthesize it. The reactants are: Br[C:2]1[CH:3]=[C:4]2[C:9](=[CH:10][C:11]=1[O:12][CH:13]([F:15])[F:14])[N:8]([C:16]1[C:20]3[CH2:21][N:22]([C:25](=[O:27])[CH3:26])[CH2:23][CH2:24][C:19]=3[N:18]([CH:28]3[CH2:33][CH2:32][O:31][CH2:30][CH2:29]3)[N:17]=1)[CH2:7][CH2:6][CH2:5]2.[CH3:34][N:35]1[CH:39]=[C:38](B2OC(C)(C)C(C)(C)O2)[CH:37]=[N:36]1.C([O-])([O-])=O.[Na+].[Na+]. (4) The reactants are: [Br:1][C:2]1[CH:3]=[C:4]([NH2:16])[C:5]([NH:8][CH2:9][CH2:10][N:11]2[CH2:15][CH2:14][CH2:13][CH2:12]2)=[N:6][CH:7]=1.[C:17]([O-])([O-])=O.[K+].[K+]. Given the product [Br:1][C:2]1[CH:3]=[C:4]2[N:16]=[CH:17][N:8]([CH2:9][CH2:10][N:11]3[CH2:15][CH2:14][CH2:13][CH2:12]3)[C:5]2=[N:6][CH:7]=1, predict the reactants needed to synthesize it. (5) Given the product [O:4]1[CH2:5][CH2:6][N:1]([CH2:14][C:15]([NH:17][C:18]2[CH:19]=[CH:20][C:21]([N+:24]([O-:26])=[O:25])=[CH:22][CH:23]=2)=[O:16])[CH2:2][CH2:3]1, predict the reactants needed to synthesize it. The reactants are: [NH:1]1[CH2:6][CH2:5][O:4][CH2:3][CH2:2]1.C(=O)([O-])[O-].[K+].[K+].Br[CH2:14][C:15]([NH:17][C:18]1[CH:23]=[CH:22][C:21]([N+:24]([O-:26])=[O:25])=[CH:20][CH:19]=1)=[O:16]. (6) The reactants are: [CH2:1]([NH:8][CH2:9][C:10]1[CH:15]=[CH:14][CH:13]=[CH:12][CH:11]=1)[C:2]1[CH:7]=[CH:6][CH:5]=[CH:4][CH:3]=1.[CH:16]1(N(CCCC)C2CCCCC2)CCCCC1.CC(C)CC=O.C1(N([CH:52]([CH2:58][CH2:59]CC)[CH:53]([O:56][CH3:57])[O:54][CH3:55])C2CCCCC2)CCCCC1. Given the product [CH2:9]([N:8]([CH2:1][C:2]1[CH:7]=[CH:6][CH:5]=[CH:4][CH:3]=1)[CH:52]([CH:58]([CH3:59])[CH3:16])[CH:53]([O:56][CH3:57])[O:54][CH3:55])[C:10]1[CH:15]=[CH:14][CH:13]=[CH:12][CH:11]=1, predict the reactants needed to synthesize it.